The task is: Predict which catalyst facilitates the given reaction.. This data is from Catalyst prediction with 721,799 reactions and 888 catalyst types from USPTO. (1) Reactant: [CH3:1][O:2][C:3]1[CH:4]=[C:5]2[C:9](=[CH:10][C:11]=1[NH:12][S:13]([CH3:16])(=[O:15])=[O:14])[C:8](=[O:17])[N:7]([CH2:18][C:19]([O:21]C)=[O:20])[C:6]2=[O:23].Cl. Product: [CH3:1][O:2][C:3]1[CH:4]=[C:5]2[C:9](=[CH:10][C:11]=1[NH:12][S:13]([CH3:16])(=[O:15])=[O:14])[C:8](=[O:17])[N:7]([CH2:18][C:19]([OH:21])=[O:20])[C:6]2=[O:23]. The catalyst class is: 12. (2) Reactant: [CH3:1][C:2]1([C:5](O)=O)[CH2:4][CH2:3]1.[NH2:8][NH:9][C:10]([NH2:12])=[S:11].O(Cl)Cl.[P+3]. Product: [CH3:1][C:2]1([C:5]2[S:11][C:10]([NH2:12])=[N:9][N:8]=2)[CH2:4][CH2:3]1. The catalyst class is: 12. (3) Reactant: [CH2:1]([O:3][C:4]1[CH:5]=[C:6]2[C:11](=[C:12]3[CH2:16][C:15]([CH3:18])([CH3:17])[O:14][C:13]=13)[C:10]([C:19]1[CH:20]=[C:21]([N:25]3[C:29](=[O:30])[CH2:28][NH:27][C:26]3=[O:31])[CH:22]=[CH:23][CH:24]=1)=[N:9][C:8]([CH3:33])([CH3:32])[CH2:7]2)[CH3:2].[H-].[Na+].IC.O.[C:39](=O)([O-])O.[Na+]. Product: [CH2:1]([O:3][C:4]1[CH:5]=[C:6]2[C:11](=[C:12]3[CH2:16][C:15]([CH3:18])([CH3:17])[O:14][C:13]=13)[C:10]([C:19]1[CH:20]=[C:21]([N:25]3[C:29](=[O:30])[CH2:28][N:27]([CH3:39])[C:26]3=[O:31])[CH:22]=[CH:23][CH:24]=1)=[N:9][C:8]([CH3:32])([CH3:33])[CH2:7]2)[CH3:2]. The catalyst class is: 7. (4) Reactant: [C:1](Cl)(=[O:3])[CH3:2].[CH3:5][C:6]1([CH3:26])[NH:10]/[C:9](=[N:11]/[C:12](=[O:23])[C:13]2[C:18]([C:19]([F:22])([F:21])[F:20])=[CH:17][CH:16]=[N:15][CH:14]=2)/[N:8]=[C:7]1[S:24][CH3:25].C(N(CC)CC)C.C(OCC)(=O)C. Product: [C:1]([N:10]1[C:6]([CH3:5])([CH3:26])[C:7]([S:24][CH3:25])=[N:8]/[C:9]/1=[N:11]\[C:12](=[O:23])[C:13]1[C:18]([C:19]([F:22])([F:20])[F:21])=[CH:17][CH:16]=[N:15][CH:14]=1)(=[O:3])[CH3:2]. The catalyst class is: 46. (5) Reactant: [F:1][C:2]1[CH:3]=[C:4]2[C:8](=[CH:9][CH:10]=1)[N:7]([CH2:11][C:12]1[O:13][C:14]([C:17]([F:20])([F:19])[F:18])=[CH:15][CH:16]=1)[C:6](=[O:21])[C:5]2([C:24]1[C:29](O)=[CH:28][CH:27]=[C:26]([O:31][CH3:32])[N:25]=1)[CH2:22][OH:23].C(P(CCCC)CCCC)CCC.N(C(OCC)=O)=NC(OCC)=O. Product: [F:1][C:2]1[CH:3]=[C:4]2[C:8](=[CH:9][CH:10]=1)[N:7]([CH2:11][C:12]1[O:13][C:14]([C:17]([F:20])([F:18])[F:19])=[CH:15][CH:16]=1)[C:6](=[O:21])[C:5]12[C:24]2=[N:25][C:26]([O:31][CH3:32])=[CH:27][CH:28]=[C:29]2[O:23][CH2:22]1. The catalyst class is: 7.